Dataset: Catalyst prediction with 721,799 reactions and 888 catalyst types from USPTO. Task: Predict which catalyst facilitates the given reaction. (1) Reactant: [NH2:1][C:2]1[N:7]=[C:6]([C:8]2[CH:16]=[C:15]3[C:11]([C:12]([NH:17]C(=O)C)=[N:13][NH:14]3)=[CH:10][CH:9]=2)[CH:5]=[C:4]([CH3:21])[N:3]=1.[ClH:22]. Product: [ClH:22].[NH2:1][C:2]1[N:7]=[C:6]([C:8]2[CH:16]=[C:15]3[C:11]([C:12]([NH2:17])=[N:13][NH:14]3)=[CH:10][CH:9]=2)[CH:5]=[C:4]([CH3:21])[N:3]=1. The catalyst class is: 5. (2) Reactant: C([O:8][C:9]1[CH:14]=[C:13]([O:15][CH2:16][CH2:17][CH2:18][CH2:19][CH2:20][C:21]([CH3:25])([C:23]#[N:24])[CH3:22])[C:12]([CH2:26][CH3:27])=[CH:11][C:10]=1[C:28]1[CH:33]=[CH:32][C:31]([F:34])=[CH:30][CH:29]=1)C1C=CC=CC=1.[H][H]. Product: [CH2:26]([C:12]1[C:13]([O:15][CH2:16][CH2:17][CH2:18][CH2:19][CH2:20][C:21]([CH3:25])([CH3:22])[CH2:23][NH2:24])=[CH:14][C:9]([OH:8])=[C:10]([C:28]2[CH:33]=[CH:32][C:31]([F:34])=[CH:30][CH:29]=2)[CH:11]=1)[CH3:27]. The catalyst class is: 810. (3) Reactant: [NH2:1][C:2]1[N:28]=[C:5]2[CH:6]=[CH:7][C:8]([O:10][C:11]3[CH:12]=[CH:13][C:14]([CH3:27])=[C:15]([NH:17][C:18]([C:20]4[N:24]([CH3:25])[N:23]=[C:22]([CH3:26])[CH:21]=4)=[O:19])[CH:16]=3)=[CH:9][N:4]2[N:3]=1.C(N(CC)CC)C.[CH:36]1([C:39](Cl)=[O:40])[CH2:38][CH2:37]1. Product: [CH:36]1([C:39]([NH:1][C:2]2[N:28]=[C:5]3[CH:6]=[CH:7][C:8]([O:10][C:11]4[CH:12]=[CH:13][C:14]([CH3:27])=[C:15]([NH:17][C:18]([C:20]5[N:24]([CH3:25])[N:23]=[C:22]([CH3:26])[CH:21]=5)=[O:19])[CH:16]=4)=[CH:9][N:4]3[N:3]=2)=[O:40])[CH2:38][CH2:37]1. The catalyst class is: 30. (4) Reactant: Br[C:2]1[CH:3]=[C:4]([NH:10][C@H:11]([CH3:15])[C:12]([NH2:14])=[O:13])[CH:5]=[CH:6][C:7]=1[C:8]#[N:9].Cl.[NH2:17][C:18]1[S:22][N:21]=[C:20]([CH3:23])[CH:19]=1.C1C=CC(P(C2C(C3C(P(C4C=CC=CC=4)C4C=CC=CC=4)=CC=C4C=3C=CC=C4)=C3C(C=CC=C3)=CC=2)C2C=CC=CC=2)=CC=1.C([O-])([O-])=O.[K+].[K+]. Product: [C:8]([C:7]1[CH:6]=[CH:5][C:4]([NH:10][C@H:11]([CH3:15])[C:12]([NH2:14])=[O:13])=[CH:3][C:2]=1[NH:17][C:18]1[S:22][N:21]=[C:20]([CH3:23])[CH:19]=1)#[N:9]. The catalyst class is: 231. (5) Reactant: [F:1][C:2]1[C:7]([C:8]2[N:13]=[C:12]([CH3:14])[N:11]=[C:10]([N:15]([CH2:25][C:26]3[CH:31]=[CH:30][C:29]([O:32][CH3:33])=[CH:28][CH:27]=3)[CH2:16][C:17]3[CH:22]=[CH:21][C:20]([O:23][CH3:24])=[CH:19][CH:18]=3)[CH:9]=2)=[CH:6][C:5]([C@H:34]([N:36]2[CH2:41][CH2:40][NH:39][CH2:38][C@@H:37]2[CH3:42])[CH3:35])=[CH:4][N:3]=1.CCN(CC)CC.[CH3:50][S:51](Cl)(=[O:53])=[O:52].[OH-].[Na+]. Product: [F:1][C:2]1[C:7]([C:8]2[N:13]=[C:12]([CH3:14])[N:11]=[C:10]([N:15]([CH2:16][C:17]3[CH:18]=[CH:19][C:20]([O:23][CH3:24])=[CH:21][CH:22]=3)[CH2:25][C:26]3[CH:31]=[CH:30][C:29]([O:32][CH3:33])=[CH:28][CH:27]=3)[CH:9]=2)=[CH:6][C:5]([C@H:34]([N:36]2[CH2:41][CH2:40][N:39]([S:51]([CH3:50])(=[O:53])=[O:52])[CH2:38][C@@H:37]2[CH3:42])[CH3:35])=[CH:4][N:3]=1. The catalyst class is: 2. (6) Reactant: [CH2:1]1[C@@H:5]2[CH2:6][N:7]([C:9]([O:11][CH2:12][C:13]3[CH:18]=[C:17]([Cl:19])[CH:16]=[C:15]([Cl:20])[CH:14]=3)=[O:10])[CH2:8][C@@H:4]2[CH2:3][N:2]1C(OC(C)(C)C)=O.Cl. Product: [ClH:19].[CH2:6]1[C@@H:5]2[CH2:1][NH:2][CH2:3][C@@H:4]2[CH2:8][N:7]1[C:9]([O:11][CH2:12][C:13]1[CH:18]=[C:17]([Cl:19])[CH:16]=[C:15]([Cl:20])[CH:14]=1)=[O:10]. The catalyst class is: 41.